Task: Predict the product of the given reaction.. Dataset: Forward reaction prediction with 1.9M reactions from USPTO patents (1976-2016) (1) Given the reactants Br[C:2]1[S:3][C:4]([C:14]([O:16][CH2:17][CH3:18])=[O:15])=[C:5]([C:7]2[CH:12]=[N:11][C:10]([Cl:13])=[CH:9][N:8]=2)[N:6]=1.[Cl:19][C:20]1[C:24]([Cl:25])=[C:23]([CH3:26])[NH:22][C:21]=1[C:27]([NH:29][C@H:30]1[CH2:35][CH2:34][NH:33][CH2:32][C@H:31]1[O:36][CH3:37])=[O:28].C(N(CC)C(C)C)(C)C.O, predict the reaction product. The product is: [Cl:13][C:10]1[N:11]=[CH:12][C:7]([C:5]2[N:6]=[C:2]([N:33]3[CH2:34][CH2:35][C@H:30]([NH:29][C:27]([C:21]4[NH:22][C:23]([CH3:26])=[C:24]([Cl:25])[C:20]=4[Cl:19])=[O:28])[C@H:31]([O:36][CH3:37])[CH2:32]3)[S:3][C:4]=2[C:14]([O:16][CH2:17][CH3:18])=[O:15])=[N:8][CH:9]=1. (2) Given the reactants [F:1][C:2]([F:24])([F:23])[C:3]1[N:8]=[CH:7][C:6]([CH:9]2[CH2:14][CH:13]([C:15]([O:17]C)=[O:16])[CH2:12][CH2:11][N:10]2[C:19]([O:21][CH3:22])=[O:20])=[CH:5][CH:4]=1.[Br-].[Li+].CCN(CC)CC.CC(OC)(C)C, predict the reaction product. The product is: [CH3:22][O:21][C:19]([N:10]1[CH2:11][CH2:12][CH:13]([C:15]([OH:17])=[O:16])[CH2:14][CH:9]1[C:6]1[CH:7]=[N:8][C:3]([C:2]([F:23])([F:1])[F:24])=[CH:4][CH:5]=1)=[O:20]. (3) The product is: [CH3:24][O:23][C:18]1[N:17]=[C:16]2[C:12]([C:10]3[N:9]([S:26]([C:29]4[CH:30]=[CH:31][C:32]([CH3:35])=[CH:33][CH:34]=4)(=[O:28])=[O:27])[C:5]4=[N:6][CH:7]=[CH:8][C:3]([CH2:2][NH:36][CH:37]5[CH2:38][N:39]([C:41]([O:43][C:44]([CH3:47])([CH3:46])[CH3:45])=[O:42])[CH2:40]5)=[C:4]4[CH:11]=3)=[CH:13][N:14]([CH3:25])[C:15]2=[CH:20][C:19]=1[O:21][CH3:22]. Given the reactants Cl[CH2:2][C:3]1[CH:8]=[CH:7][N:6]=[C:5]2[N:9]([S:26]([C:29]3[CH:34]=[CH:33][C:32]([CH3:35])=[CH:31][CH:30]=3)(=[O:28])=[O:27])[C:10]([C:12]3[C:16]4=[N:17][C:18]([O:23][CH3:24])=[C:19]([O:21][CH3:22])[CH:20]=[C:15]4[N:14]([CH3:25])[CH:13]=3)=[CH:11][C:4]=12.[NH2:36][CH:37]1[CH2:40][N:39]([C:41]([O:43][C:44]([CH3:47])([CH3:46])[CH3:45])=[O:42])[CH2:38]1, predict the reaction product. (4) Given the reactants [C:1]1([CH3:18])[CH:6]=[C:5]([CH3:7])[CH:4]=[C:3]([CH3:8])[C:2]=1[C:9]1[C:14]([N+:15]([O-])=O)=[CH:13][CH:12]=[CH:11][N:10]=1, predict the reaction product. The product is: [C:1]1([CH3:18])[CH:6]=[C:5]([CH3:7])[CH:4]=[C:3]([CH3:8])[C:2]=1[C:9]1[C:14]([NH2:15])=[CH:13][CH:12]=[CH:11][N:10]=1. (5) Given the reactants [F:1][C:2]1[CH:3]=[C:4]([C:8]2[CH:17]=[C:16]3[C:11]([N:12]=[CH:13][C:14]([C:18]4[S:19][CH:20]=[CH:21][N:22]=4)=[N:15]3)=[C:10]([C:23]([NH:25][CH2:26][C:27]([O:29]CC)=[O:28])=[O:24])[C:9]=2[OH:32])[CH:5]=[CH:6][CH:7]=1.[OH-].[Na+], predict the reaction product. The product is: [F:1][C:2]1[CH:3]=[C:4]([C:8]2[CH:17]=[C:16]3[C:11]([N:12]=[CH:13][C:14]([C:18]4[S:19][CH:20]=[CH:21][N:22]=4)=[N:15]3)=[C:10]([C:23]([NH:25][CH2:26][C:27]([OH:29])=[O:28])=[O:24])[C:9]=2[OH:32])[CH:5]=[CH:6][CH:7]=1.